The task is: Predict which catalyst facilitates the given reaction.. This data is from Catalyst prediction with 721,799 reactions and 888 catalyst types from USPTO. (1) Reactant: [CH2:1]([CH2:11][C:12](=O)[CH3:13])[C:2]1[CH:10]=[CH:9][C:7]([OH:8])=[C:4]([O:5][CH3:6])[CH:3]=1.[Cl:15][C:16]1[CH:23]=[CH:22][C:19]([CH2:20][NH2:21])=[CH:18][CH:17]=1.O. Product: [Cl:15][C:16]1[CH:23]=[CH:22][C:19]([CH2:20][NH:21][CH:12]([CH3:13])[CH2:11][CH2:1][C:2]2[CH:10]=[CH:9][C:7]([OH:8])=[C:4]([O:5][CH3:6])[CH:3]=2)=[CH:18][CH:17]=1. The catalyst class is: 11. (2) Reactant: [Br:1][C:2]1[CH:3]=[C:4]2[C:9](=[CH:10][CH:11]=1)[C:8](=O)[CH2:7][CH2:6][CH2:5]2.[CH2:13]([SH:16])[CH2:14][SH:15].[OH-].[Na+]. Product: [Br:1][C:2]1[CH:3]=[C:4]2[C:9](=[CH:10][CH:11]=1)[C:8]1([S:16][CH2:13][CH2:14][S:15]1)[CH2:7][CH2:6][CH2:5]2. The catalyst class is: 4. (3) Reactant: [N:1]1[C:10]2[C:5](=[CH:6][CH:7]=[CH:8][CH:9]=2)[CH:4]=[CH:3]C=1.[C:19](O[C:19]([O:21][C:22]([CH3:25])([CH3:24])[CH3:23])=[O:20])([O:21][C:22]([CH3:25])([CH3:24])[CH3:23])=[O:20].CCO[C:29]([CH3:31])=O.[CH3:32]CCCCC. Product: [C:22]([O:21][C:19]([N:1]1[C:10]2[C:5](=[CH:6][CH:7]=[CH:8][CH:9]=2)[CH:4]=[CH:3][C:29]1([CH3:31])[CH3:32])=[O:20])([CH3:23])([CH3:24])[CH3:25]. The catalyst class is: 251. (4) Reactant: Br[C:2]1[CH:24]=[C:23]([F:25])[CH:22]=[CH:21][C:3]=1[O:4][CH2:5][C:6]([N:8]([CH:18]([CH3:20])[CH3:19])[NH:9][C:10](=[O:17])[C:11]1[CH:16]=[CH:15][CH:14]=[CH:13][CH:12]=1)=[O:7].C([O-])([O-])=O.[Na+].[Na+].[F:32][C:33]1[CH:38]=[CH:37][CH:36]=[CH:35][C:34]=1B(O)O. Product: [F:25][C:23]1[CH:22]=[CH:21][C:3]([O:4][CH2:5][C:6]([N:8]([CH:18]([CH3:20])[CH3:19])[NH:9][C:10](=[O:17])[C:11]2[CH:16]=[CH:15][CH:14]=[CH:13][CH:12]=2)=[O:7])=[C:2]([C:34]2[CH:35]=[CH:36][CH:37]=[CH:38][C:33]=2[F:32])[CH:24]=1. The catalyst class is: 57. (5) Reactant: [F:1][C:2]1[CH:7]=[C:6]([O:8][CH2:9][C:10]([F:13])([F:12])[F:11])[C:5]([N+:14]([O-])=O)=[CH:4][N:3]=1. Product: [F:1][C:2]1[N:3]=[CH:4][C:5]([NH2:14])=[C:6]([O:8][CH2:9][C:10]([F:13])([F:11])[F:12])[CH:7]=1. The catalyst class is: 29. (6) Reactant: O.Cl.[F:3][C:4]1[CH:9]=[CH:8][C:7]([S:10]([CH3:13])(=[O:12])=[O:11])=[C:6]([N+:14]([O-])=O)[CH:5]=1. The catalyst class is: 186. Product: [F:3][C:4]1[CH:9]=[CH:8][C:7]([S:10]([CH3:13])(=[O:12])=[O:11])=[C:6]([NH2:14])[CH:5]=1. (7) Reactant: [OH:1][C:2]1[CH:7]=[CH:6][C:5]([NH:8][C:9](=[O:11])[CH3:10])=[CH:4][CH:3]=1.[C:12]([O:16][C:17]([N:19]1[CH2:24][CH2:23][CH:22]([N:25]2[C:29]3=[N:30][CH:31]=[N:32][C:33](Cl)=[C:28]3[CH:27]=[N:26]2)[CH2:21][CH2:20]1)=[O:18])([CH3:15])([CH3:14])[CH3:13].C(=O)([O-])[O-].[K+].[K+].C(=O)([O-])[O-].[Na+].[Na+]. Product: [C:12]([O:16][C:17]([N:19]1[CH2:20][CH2:21][CH:22]([N:25]2[C:29]3=[N:30][CH:31]=[N:32][C:33]([O:1][C:2]4[CH:3]=[CH:4][C:5]([NH:8][C:9](=[O:11])[CH3:10])=[CH:6][CH:7]=4)=[C:28]3[CH:27]=[N:26]2)[CH2:23][CH2:24]1)=[O:18])([CH3:15])([CH3:13])[CH3:14]. The catalyst class is: 9. (8) Reactant: [CH2:1]([O:3][C:4](=[O:13])[C:5]1[CH:10]=[CH:9][C:8]([F:11])=[CH:7][C:6]=1[NH2:12])[CH3:2].[C:14](Cl)(=[O:16])[CH3:15]. Product: [CH2:1]([O:3][C:4](=[O:13])[C:5]1[CH:10]=[CH:9][C:8]([F:11])=[CH:7][C:6]=1[NH:12][C:14](=[O:16])[CH3:15])[CH3:2]. The catalyst class is: 228. (9) Reactant: [Cl:1][C:2]1[C:11]2[C:6](=[CH:7][C:8]([CH3:12])=[CH:9][CH:10]=2)[N:5]=[N:4][CH:3]=1.[Br:13]N1C(=O)CCC1=O.C(OOC(=O)C1C=CC=CC=1)(=O)C1C=CC=CC=1. Product: [Br:13][CH2:12][C:8]1[CH:7]=[C:6]2[C:11]([C:2]([Cl:1])=[CH:3][N:4]=[N:5]2)=[CH:10][CH:9]=1. The catalyst class is: 53. (10) Reactant: [Cl:1][C:2]1[CH:3]=[C:4]([C:9](=O)[CH2:10][C:11](=O)[C:12]([O:14][C:15]([CH3:18])([CH3:17])[CH3:16])=[O:13])[CH:5]=[C:6]([Cl:8])[CH:7]=1.[NH2:21][NH2:22].C(O)(=O)C. Product: [Cl:1][C:2]1[CH:3]=[C:4]([C:9]2[CH:10]=[C:11]([C:12]([O:14][C:15]([CH3:18])([CH3:17])[CH3:16])=[O:13])[NH:22][N:21]=2)[CH:5]=[C:6]([Cl:8])[CH:7]=1. The catalyst class is: 8.